This data is from Forward reaction prediction with 1.9M reactions from USPTO patents (1976-2016). The task is: Predict the product of the given reaction. The product is: [CH:1](=[C:11]1[CH:10]2[C:15]([CH3:20])([CH3:21])[CH:16]3[CH2:19][C:9]2([CH2:18][CH2:17]3)[C:8]([CH3:22])([CH3:7])[CH2:13][CH2:12]1)[CH3:2]. Given the reactants [CH3:1][C:2](C)([O-])C.[K+].[CH3:7][C:8]1([CH3:22])[CH2:13][CH2:12][C:11](=O)[CH:10]2[C:15]([CH3:21])([CH3:20])[CH:16]3[CH2:19][C:9]12[CH2:18][CH2:17]3, predict the reaction product.